Dataset: hERG potassium channel inhibition data for cardiac toxicity prediction from Karim et al.. Task: Regression/Classification. Given a drug SMILES string, predict its toxicity properties. Task type varies by dataset: regression for continuous values (e.g., LD50, hERG inhibition percentage) or binary classification for toxic/non-toxic outcomes (e.g., AMES mutagenicity, cardiotoxicity, hepatotoxicity). Dataset: herg_karim. (1) The drug is CC1(C)Oc2ccc(-c3cc(Cl)cnc3F)cc2C2(COC(N)=N2)C12COC2. The result is 1 (blocker). (2) The drug is CC1(C)CN2C(CS/C(=N\C3CCCCC3)NC3CCCCC3)=CSC2=N1. The result is 0 (non-blocker). (3) The compound is CN1C(=O)C(NC(=O)CCC2CCCCC2)N=C(c2ccccc2)c2ccccc21. The result is 1 (blocker). (4) The drug is NC1=NC2(CO1)c1cc(-c3cncnc3)ccc1OCC21CC(F)(F)C1. The result is 0 (non-blocker).